This data is from Reaction yield outcomes from USPTO patents with 853,638 reactions. The task is: Predict the reaction yield, written as a fraction of the theoretical maximum amount of product (1.0 means a 100% yield; for example, 0.34 means a 34% yield). (1) The reactants are [C:1]1([C:7]2[CH:12]=[CH:11][CH:10]=[C:9]([C:13]3[N:14]=[N:15]NN=3)[N:8]=2)[CH:6]=[CH:5][CH:4]=[CH:3][CH:2]=1.[C:18](Cl)(=[O:28])[C:19]1[CH:27]=[CH:26][C:22]([C:23](Cl)=[O:24])=[CH:21][CH:20]=1.O.[OH-].[Na+]. The catalyst is N1C=CC=CC=1. The product is [C:1]1([C:7]2[CH:12]=[CH:11][CH:10]=[C:9]([C:13]3[O:28][C:18]([C:19]4[CH:27]=[CH:26][C:22]([C:23]5[O:24][C:13]([C:9]6[N:8]=[C:7]([C:1]7[CH:2]=[CH:3][CH:4]=[CH:5][CH:6]=7)[CH:12]=[CH:11][CH:10]=6)=[N:14][N:15]=5)=[CH:21][CH:20]=4)=[N:15][N:14]=3)[N:8]=2)[CH:2]=[CH:3][CH:4]=[CH:5][CH:6]=1. The yield is 0.580. (2) The reactants are [CH:1]([OH:3])=O.[CH3:4][CH2:5][CH2:6][CH2:7][CH2:8][CH2:9][CH3:10]. No catalyst specified. The product is [CH:1](=[O:3])[CH2:4][CH2:5][CH2:6][CH2:7][CH2:8][CH2:9][CH2:10][CH2:9][CH2:8][CH:7]=[CH:6][CH:5]=[CH2:4]. The yield is 0.940. (3) The reactants are [CH3:1][N:2]([CH3:29])[C:3]([C:5]1[C:17]([CH2:18][CH2:19][CH:20](O)[C:21]2[CH:26]=[CH:25][CH:24]=[CH:23][CH:22]=2)=[C:16]([OH:28])[C:8]2[N:9]=[C:10]([CH3:15])[N:11]([CH2:12][O:13][CH3:14])[C:7]=2[CH:6]=1)=[O:4].P(=O)(O)(O)O.[OH-].[Na+]. No catalyst specified. The product is [CH3:1][N:2]([CH3:29])[C:3]([C:5]1[C:17]2[CH2:18][CH2:19][CH:20]([C:21]3[CH:26]=[CH:25][CH:24]=[CH:23][CH:22]=3)[O:28][C:16]=2[C:8]2[N:9]=[C:10]([CH3:15])[N:11]([CH2:12][O:13][CH3:14])[C:7]=2[CH:6]=1)=[O:4]. The yield is 0.590. (4) The reactants are [Br:1][C:2]1[C:3]([N:17]2[CH2:22][CH2:21][CH2:20][C@@H:19]([NH:23]C(=O)OC(C)(C)C)[CH2:18]2)=[C:4]2[C:10]([NH:11][C:12]([O:14][CH2:15][CH3:16])=[O:13])=[CH:9][NH:8][C:5]2=[N:6][CH:7]=1.C(O)(C(F)(F)F)=O.C(Cl)[Cl:39]. No catalyst specified. The product is [ClH:39].[NH2:23][C@@H:19]1[CH2:20][CH2:21][CH2:22][N:17]([C:3]2[C:2]([Br:1])=[CH:7][N:6]=[C:5]3[NH:8][CH:9]=[C:10]([NH:11][C:12](=[O:13])[O:14][CH2:15][CH3:16])[C:4]=23)[CH2:18]1. The yield is 0.790. (5) The reactants are [O:1]=[C:2]1[C:7]([CH2:8][C:9]2[CH:14]=[CH:13][C:12]([C:15]3[C:16]([C:21]#[N:22])=[CH:17][CH:18]=[CH:19][CH:20]=3)=[CH:11][CH:10]=2)=[C:6]([CH2:23][CH2:24][CH3:25])[N:5]2[N:26]=[CH:27][N:28]=[C:4]2[NH:3]1.I[CH2:30][C:31]([CH3:34])([CH3:33])[CH3:32].C(=O)([O-])[O-].[Cs+].[Cs+].CN(C)C(=O)C. The catalyst is C(OCC)(=O)C. The product is [CH3:30][C:31]([CH3:34])([CH3:33])[CH2:32][N:3]1[C:2](=[O:1])[C:7]([CH2:8][C:9]2[CH:10]=[CH:11][C:12]([C:15]3[C:16]([C:21]#[N:22])=[CH:17][CH:18]=[CH:19][CH:20]=3)=[CH:13][CH:14]=2)=[C:6]([CH2:23][CH2:24][CH3:25])[N:5]2[N:26]=[CH:27][N:28]=[C:4]12. The yield is 0.670. (6) The reactants are [Cl:1][C:2]1[CH:7]=[CH:6][CH:5]=[CH:4][C:3]=1[SH:8].Br[CH2:10][CH2:11][C:12]([O:14]CC)=[O:13].[OH-].[K+].C(O)C. The catalyst is O. The product is [Cl:1][C:2]1[CH:7]=[CH:6][CH:5]=[CH:4][C:3]=1[S:8][CH2:10][CH2:11][C:12]([OH:14])=[O:13]. The yield is 0.930. (7) The reactants are [H-].[Na+].[CH:3]([O:6][C:7]1[CH:12]=[CH:11][CH:10]=[CH:9][C:8]=1[C:13]1[N:14]=[CH:15][NH:16][CH:17]=1)([CH3:5])[CH3:4].[CH3:18][O:19][C:20](=[O:29])[CH2:21][CH2:22][CH2:23][CH2:24][CH2:25][CH2:26][CH2:27]Br. The product is [CH3:18][O:19][C:20](=[O:29])[CH2:21][CH2:22][CH2:23][CH2:24][CH2:25][CH2:26][CH2:27][N:16]1[CH:17]=[C:13]([C:8]2[CH:9]=[CH:10][CH:11]=[CH:12][C:7]=2[O:6][CH:3]([CH3:5])[CH3:4])[N:14]=[CH:15]1. The yield is 0.570. The catalyst is C1COCC1.[I-].C([N+](CCCC)(CCCC)CCCC)CCC.O. (8) The reactants are [CH3:1][C:2]1([C:17]([O:19]C)=[O:18])[CH2:6][CH2:5][N:4]([C:7]([O:9][CH2:10][C:11]2[CH:16]=[CH:15][CH:14]=[CH:13][CH:12]=2)=[O:8])[CH2:3]1.[Li+].[OH-]. The catalyst is C(O)C. The product is [CH2:10]([O:9][C:7]([N:4]1[CH2:5][CH2:6][C:2]([CH3:1])([C:17]([OH:19])=[O:18])[CH2:3]1)=[O:8])[C:11]1[CH:12]=[CH:13][CH:14]=[CH:15][CH:16]=1. The yield is 0.990. (9) The yield is 0.560. The catalyst is CN(C)C=O.O. The product is [ClH:33].[Cl:33][C:34]1[CH:35]=[CH:36][C:37]2[N:38]([C:40]([C:44]3[S:45][C:46]([C:55]([NH2:6])=[O:56])=[C:47]([C:49]4[CH:50]=[CH:51][CH:52]=[CH:53][CH:54]=4)[N:48]=3)=[C:41]([CH3:43])[N:42]=2)[N:39]=1. The reactants are Cl.[Cl-].[NH4+].C([N:6](CC)CC)C.Cl.CN(C)CCCN=C=NCC.ON1C2C=CC=CC=2N=N1.[Cl:33][C:34]1[CH:35]=[CH:36][C:37]2[N:38]([C:40]([C:44]3[S:45][C:46]([C:55](O)=[O:56])=[C:47]([C:49]4[CH:54]=[CH:53][CH:52]=[CH:51][CH:50]=4)[N:48]=3)=[C:41]([CH3:43])[N:42]=2)[N:39]=1.